This data is from Forward reaction prediction with 1.9M reactions from USPTO patents (1976-2016). The task is: Predict the product of the given reaction. Given the reactants Cl[C:2]1[N:7]2[N:8]=[CH:9][CH:10]=[C:6]2[N:5]=[C:4]([C:11]([O:13][CH3:14])=[O:12])[CH:3]=1.[NH2:15][C@@H:16]1[C:24]2[C:19](=[C:20]([CH3:32])[C:21]([C:25]([O:27][C:28]([CH3:31])([CH3:30])[CH3:29])=[O:26])=[CH:22][CH:23]=2)[CH2:18][CH2:17]1, predict the reaction product. The product is: [C:28]([O:27][C:25]([C:21]1[C:20]([CH3:32])=[C:19]2[C:24](=[CH:23][CH:22]=1)[C@@H:16]([NH:15][C:2]1[N:7]3[N:8]=[CH:9][CH:10]=[C:6]3[N:5]=[C:4]([C:11]([O:13][CH3:14])=[O:12])[CH:3]=1)[CH2:17][CH2:18]2)=[O:26])([CH3:31])([CH3:30])[CH3:29].